This data is from Full USPTO retrosynthesis dataset with 1.9M reactions from patents (1976-2016). The task is: Predict the reactants needed to synthesize the given product. (1) Given the product [C:24]([NH:27][C:2]1[C:3]([CH3:22])=[N:4][C:5]2[C:10]([N:11]=1)=[C:9]([C:12]1[NH:20][C:19]3[CH2:18][CH2:17][NH:16][C:15](=[O:21])[C:14]=3[CH:13]=1)[CH:8]=[CH:7][CH:6]=2)([CH3:26])([CH3:25])[CH3:23], predict the reactants needed to synthesize it. The reactants are: F[C:2]1[C:3]([CH3:22])=[N:4][C:5]2[C:10]([N:11]=1)=[C:9]([C:12]1[NH:20][C:19]3[CH2:18][CH2:17][NH:16][C:15](=[O:21])[C:14]=3[CH:13]=1)[CH:8]=[CH:7][CH:6]=2.[CH3:23][C:24]([NH2:27])([CH3:26])[CH3:25]. (2) Given the product [CH2:35]([O:34][C:32]([C:27]1([NH:26][C:25]([CH:9]2[NH:8][CH2:12][CH:11]([O:13][C:14](=[O:24])[C:15]3[CH:16]=[CH:17][C:18]([N+:21]([O-:23])=[O:22])=[CH:19][CH:20]=3)[CH2:10]2)=[O:37])[CH2:29][CH:28]1[CH:30]=[CH2:31])=[O:33])[CH3:36], predict the reactants needed to synthesize it. The reactants are: C(OC([N:8]1[CH2:12][CH:11]([O:13][C:14](=[O:24])[C:15]2[CH:20]=[CH:19][C:18]([N+:21]([O-:23])=[O:22])=[CH:17][CH:16]=2)[CH2:10][CH:9]1[C:25](=[O:37])[NH:26][C:27]1([C:32]([O:34][CH2:35][CH3:36])=[O:33])[CH2:29][CH:28]1[CH:30]=[CH2:31])=O)(C)(C)C. (3) Given the product [CH2:8]([C:7]1[C:2]([NH:1][CH:24]([CH2:28][CH2:29][CH2:30][CH3:31])[C:25]([OH:27])=[O:26])=[N:3][CH:4]=[C:5]([C:15]2[CH:16]=[CH:17][C:18]([OH:21])=[CH:19][CH:20]=2)[N:6]=1)[C:9]1[CH:10]=[CH:11][CH:12]=[CH:13][CH:14]=1, predict the reactants needed to synthesize it. The reactants are: [NH2:1][C:2]1[N:3]=[CH:4][C:5]([C:15]2[CH:20]=[CH:19][C:18]([OH:21])=[CH:17][CH:16]=2)=[N:6][C:7]=1[CH2:8][C:9]1[CH:14]=[CH:13][CH:12]=[CH:11][CH:10]=1.[Na+].O=[C:24]([CH2:28][CH2:29][CH2:30][CH3:31])[C:25]([O-:27])=[O:26]. (4) Given the product [CH3:1][C:2]1[S:6][C:5]([NH:7][S:17]([C:14]2[CH:13]=[CH:12][C:11]([N+:8]([O-:10])=[O:9])=[CH:16][CH:15]=2)(=[O:18])=[O:19])=[N:4][CH:3]=1, predict the reactants needed to synthesize it. The reactants are: [CH3:1][C:2]1[S:6][C:5]([NH2:7])=[N:4][CH:3]=1.[N+:8]([C:11]1[CH:16]=[CH:15][C:14]([S:17](Cl)(=[O:19])=[O:18])=[CH:13][CH:12]=1)([O-:10])=[O:9]. (5) Given the product [C:5]1([CH3:20])[CH:10]=[CH:9][C:8]([S:11]([NH:14][N:15]=[CH:16][C:17]([Cl:3])=[O:18])(=[O:13])=[O:12])=[CH:7][CH:6]=1, predict the reactants needed to synthesize it. The reactants are: S(Cl)([Cl:3])=O.[C:5]1([CH3:20])[CH:10]=[CH:9][C:8]([S:11]([NH:14][N:15]=[CH:16][C:17](O)=[O:18])(=[O:13])=[O:12])=[CH:7][CH:6]=1.Cl. (6) Given the product [Br:1][C:2]1[C:7]([CH2:8][OH:9])=[C:6]([OH:10])[C:5]([O:11][CH3:12])=[CH:4][CH:3]=1, predict the reactants needed to synthesize it. The reactants are: [Br:1][C:2]1[C:7]([CH:8]=[O:9])=[C:6]([OH:10])[C:5]([O:11][CH3:12])=[CH:4][CH:3]=1.[BH4-].[Na+].Cl.